This data is from Peptide-MHC class II binding affinity with 134,281 pairs from IEDB. The task is: Regression. Given a peptide amino acid sequence and an MHC pseudo amino acid sequence, predict their binding affinity value. This is MHC class II binding data. (1) The peptide sequence is DHMSIYKFMGRSHFL. The MHC is DRB1_1501 with pseudo-sequence DRB1_1501. The binding affinity (normalized) is 0.623. (2) The peptide sequence is GDVFVIREPFISCSH. The MHC is DRB4_0101 with pseudo-sequence DRB4_0103. The binding affinity (normalized) is 0.339. (3) The peptide sequence is FFRNVVWLIKKNSTYPT. The MHC is DRB3_0101 with pseudo-sequence DRB3_0101. The binding affinity (normalized) is 0.281. (4) The binding affinity (normalized) is 0.159. The MHC is DRB1_0802 with pseudo-sequence DRB1_0802. The peptide sequence is QVVLSSMINPLVMST. (5) The peptide sequence is GVKPTHISYIMLIFF. The MHC is DRB3_0101 with pseudo-sequence DRB3_0101. The binding affinity (normalized) is 0.